Dataset: Forward reaction prediction with 1.9M reactions from USPTO patents (1976-2016). Task: Predict the product of the given reaction. (1) Given the reactants [CH3:1][O:2][C:3]([C:5]1[CH:6]=[C:7]([C:14]2[CH:19]=[CH:18][CH:17]=[C:16]([C:20]([F:23])([F:22])[F:21])[CH:15]=2)[C:8]([CH:11](Br)Br)=[CH:9][CH:10]=1)=[O:4].[OH2:24], predict the reaction product. The product is: [CH3:1][O:2][C:3]([C:5]1[CH:6]=[C:7]([C:14]2[CH:19]=[CH:18][CH:17]=[C:16]([C:20]([F:23])([F:22])[F:21])[CH:15]=2)[C:8]([CH:11]=[O:24])=[CH:9][CH:10]=1)=[O:4]. (2) Given the reactants [CH3:1][O:2][C:3](=[O:22])[CH2:4][CH:5]([NH2:21])[C:6]1[CH:11]=[CH:10][C:9]([O:12][CH:13]([F:15])[F:14])=[C:8]([O:16][CH2:17][CH:18]2[CH2:20][CH2:19]2)[CH:7]=1.C(N(CC)CC)C.C([O:32][C:33](=O)[C:34]1[C:39]([N+:40]([O-:42])=[O:41])=[CH:38][CH:37]=[CH:36][C:35]=1[CH2:43]Br)C, predict the reaction product. The product is: [CH3:1][O:2][C:3](=[O:22])[CH2:4][CH:5]([C:6]1[CH:11]=[CH:10][C:9]([O:12][CH:13]([F:14])[F:15])=[C:8]([O:16][CH2:17][CH:18]2[CH2:19][CH2:20]2)[CH:7]=1)[N:21]1[CH2:43][C:35]2[C:34](=[C:39]([N+:40]([O-:42])=[O:41])[CH:38]=[CH:37][CH:36]=2)[C:33]1=[O:32].